This data is from Forward reaction prediction with 1.9M reactions from USPTO patents (1976-2016). The task is: Predict the product of the given reaction. (1) Given the reactants Br[C:2]1[C:10]2[C:5](=[CH:6][C:7]([F:13])=[C:8]([C:11]#[N:12])[CH:9]=2)[N:4]([C:14]2[CH:15]=[N:16][C:17]([O:21][CH2:22][CH:23]([CH3:25])[CH3:24])=[C:18]([Cl:20])[CH:19]=2)[CH:3]=1.[C:26]([O-])([O-])=O.[Cs+].[Cs+].CB1OB(C)OB(C)O1, predict the reaction product. The product is: [Cl:20][C:18]1[CH:19]=[C:14]([N:4]2[C:5]3[C:10](=[CH:9][C:8]([C:11]#[N:12])=[C:7]([F:13])[CH:6]=3)[C:2]([CH3:26])=[CH:3]2)[CH:15]=[N:16][C:17]=1[O:21][CH2:22][CH:23]([CH3:25])[CH3:24]. (2) Given the reactants ClC1C(C)=NOC=1[NH:7][S:8]([C:11]1[CH:15]=[CH:14][S:13][C:12]=1C(NC1C=C2OCOC2=CC=1C(=O)C)=O)(=[O:10])=[O:9].COC(=O)C1C=C(OC)C(OC)=CC=1N, predict the reaction product. The product is: [S:13]1[CH:14]=[CH:15][C:11]([S:8]([NH2:7])(=[O:10])=[O:9])=[CH:12]1. (3) Given the reactants [N+:1]([C:4]1[CH:12]=[CH:11][CH:10]=[CH:9][C:5]=1[C:6](=[S:8])[NH2:7])([O-:3])=[O:2].Br[CH2:14][C:15]([C:17]1[CH:22]=[CH:21][CH:20]=[CH:19][CH:18]=1)=O, predict the reaction product. The product is: [N+:1]([C:4]1[CH:12]=[CH:11][CH:10]=[CH:9][C:5]=1[C:6]1[S:8][CH:14]=[C:15]([C:17]2[CH:22]=[CH:21][CH:20]=[CH:19][CH:18]=2)[N:7]=1)([O-:3])=[O:2]. (4) Given the reactants C([O:3][C:4](=[O:32])[CH2:5][S:6][C:7]1[S:11][C:10]([NH:12][C:13]([N:15]([C:22]2[CH:27]=[CH:26][CH:25]=[C:24]([NH:28][C:29](=[O:31])[CH3:30])[CH:23]=2)[CH2:16][CH2:17][C:18]([CH3:21])([CH3:20])[CH3:19])=[O:14])=[N:9][CH:8]=1)C.C1(CN(C2C=CC(F)=C(F)C=2)C(=O)NC2SC=C(CC(O)=O)N=2)CCCC1.NC1C=C(NC(=O)C)C=CC=1.CC(C)(C)CC=O.C(OC(=O)CSC1SC(N)=NC=1)C, predict the reaction product. The product is: [C:29]([NH:28][C:24]1[CH:23]=[C:22]([N:15]([CH2:16][CH2:17][C:18]([CH3:21])([CH3:20])[CH3:19])[C:13](=[O:14])[NH:12][C:10]2[S:11][C:7]([S:6][CH2:5][C:4]([OH:32])=[O:3])=[CH:8][N:9]=2)[CH:27]=[CH:26][CH:25]=1)(=[O:31])[CH3:30].